Dataset: Forward reaction prediction with 1.9M reactions from USPTO patents (1976-2016). Task: Predict the product of the given reaction. (1) Given the reactants [NH:1]1[CH2:4][CH:3]([C:5]2[CH:6]=[CH:7][C:8]([NH:11][C:12]3[C:13](=[O:20])[N:14]([CH3:19])[CH:15]=[C:16]([Br:18])[CH:17]=3)=[N:9][CH:10]=2)[CH2:2]1.[CH3:21][CH:22]=O.[OH-].[Na+], predict the reaction product. The product is: [Br:18][C:16]1[CH:17]=[C:12]([NH:11][C:8]2[CH:7]=[CH:6][C:5]([CH:3]3[CH2:4][N:1]([CH2:21][CH3:22])[CH2:2]3)=[CH:10][N:9]=2)[C:13](=[O:20])[N:14]([CH3:19])[CH:15]=1. (2) Given the reactants CC1C=CC(S(O[CH2:12][CH2:13][C:14]2[CH:15]=[C:16]3[C:20](=[CH:21][CH:22]=2)[NH:19][CH:18]=[C:17]3[S:23]([C:26]2[CH:31]=[CH:30][CH:29]=[CH:28][CH:27]=2)(=[O:25])=[O:24])(=O)=O)=CC=1.[CH2:32]([N:39]1[CH2:44][CH2:43][NH:42][CH2:41][CH2:40]1)[C:33]1[CH:38]=[CH:37][CH:36]=[CH:35][CH:34]=1, predict the reaction product. The product is: [CH2:32]([N:39]1[CH2:44][CH2:43][N:42]([CH2:12][CH2:13][C:14]2[CH:15]=[C:16]3[C:20](=[CH:21][CH:22]=2)[NH:19][CH:18]=[C:17]3[S:23]([C:26]2[CH:27]=[CH:28][CH:29]=[CH:30][CH:31]=2)(=[O:24])=[O:25])[CH2:41][CH2:40]1)[C:33]1[CH:34]=[CH:35][CH:36]=[CH:37][CH:38]=1.